Dataset: Full USPTO retrosynthesis dataset with 1.9M reactions from patents (1976-2016). Task: Predict the reactants needed to synthesize the given product. (1) Given the product [Cl:1][C:2]1[CH:3]=[C:4]([CH:24]=[CH:25][C:26]=1[S:27][C:28]1[N:32]([CH2:34][CH2:35][O:36][CH3:37])[CH:31]=[CH:30][N:29]=1)[NH:5][C:6]1[C:15]2[C:10](=[CH:11][CH:12]=[CH:13][C:14]=2[O:16][CH:17]2[CH2:22][CH2:21][N:20]([CH3:23])[CH2:19][CH2:18]2)[N:9]=[CH:8][N:7]=1, predict the reactants needed to synthesize it. The reactants are: [Cl:1][C:2]1[CH:3]=[C:4]([CH:24]=[CH:25][C:26]=1[S:27][C:28]1[NH:29][CH:30]=[CH:31][N:32]=1)[NH:5][C:6]1[C:15]2[C:10](=[CH:11][CH:12]=[CH:13][C:14]=2[O:16][CH:17]2[CH2:22][CH2:21][N:20]([CH3:23])[CH2:19][CH2:18]2)[N:9]=[CH:8][N:7]=1.Br[CH2:34][CH2:35][O:36][CH3:37]. (2) Given the product [CH3:1][O:2][C:3]([CH:5]1[CH2:10][CH2:9][CH2:8][C:7](=[O:11])[N:6]1[C:24]([O:23][C:19]([CH3:22])([CH3:21])[CH3:20])=[O:25])=[O:4], predict the reactants needed to synthesize it. The reactants are: [CH3:1][O:2][C:3]([CH:5]1[CH2:10][CH2:9][CH2:8][C:7](=[O:11])[NH:6]1)=[O:4].C(N(CC)CC)C.[C:19]([O:23][C:24](O[C:24]([O:23][C:19]([CH3:22])([CH3:21])[CH3:20])=[O:25])=[O:25])([CH3:22])([CH3:21])[CH3:20]. (3) Given the product [I:22][C:7]1[CH:6]=[CH:5][C:4]([CH:8]([NH:19][CH:20]=[O:21])[S:9]([C:12]2[CH:17]=[CH:16][C:15]([CH3:18])=[CH:14][CH:13]=2)(=[O:11])=[O:10])=[CH:3][CH:2]=1, predict the reactants needed to synthesize it. The reactants are: I[C:2]1[CH:3]=[C:4]([CH:8]([NH:19][CH:20]=[O:21])[S:9]([C:12]2[CH:17]=[CH:16][C:15]([CH3:18])=[CH:14][CH:13]=2)(=[O:11])=[O:10])[CH:5]=[CH:6][CH:7]=1.[I:22]C1C=CC(C=O)=CC=1. (4) The reactants are: [CH:1]([O:4][C:5](=[O:30])[NH:6][C@@H:7]1[CH2:29][C:10]2[N:11]([CH2:20][C:21]3[C:26]([O:27]C)=[CH:25][CH:24]=[CH:23][N:22]=3)[C:12]3[CH:13]=[CH:14][C:15]([C:18]#[N:19])=[CH:16][C:17]=3[C:9]=2[CH2:8]1)([CH3:3])[CH3:2].Cl.N1C=CC=CC=1.C(=O)([O-])[O-].[K+].[K+].ClC(OC(C)C)=O.C1(C)C=CC=CC=1.[OH-].[Na+]. Given the product [CH:1]([O:4][C:5](=[O:30])[NH:6][C@@H:7]1[CH2:29][C:10]2[N:11]([CH2:20][C:21]3[C:26]([OH:27])=[CH:25][CH:24]=[CH:23][N:22]=3)[C:12]3[CH:13]=[CH:14][C:15]([C:18]#[N:19])=[CH:16][C:17]=3[C:9]=2[CH2:8]1)([CH3:3])[CH3:2], predict the reactants needed to synthesize it. (5) The reactants are: [NH2:1][C:2]1[C:7]([N+:8]([O-:10])=[O:9])=[C:6](Cl)[C:5]([Br:12])=[CH:4][N:3]=1.[CH:13]1([CH2:16][N:17]2[CH2:22][CH2:21][NH:20][CH2:19][CH2:18]2)[CH2:15][CH2:14]1.C(N(C(C)C)CC)(C)C. Given the product [Br:12][C:5]1[C:6]([N:20]2[CH2:21][CH2:22][N:17]([CH2:16][CH:13]3[CH2:15][CH2:14]3)[CH2:18][CH2:19]2)=[C:7]([N+:8]([O-:10])=[O:9])[C:2]([NH2:1])=[N:3][CH:4]=1, predict the reactants needed to synthesize it. (6) Given the product [Cl:1][C:2]1[CH:7]=[CH:6][CH:5]=[C:4]2[C:3]=1[CH2:9][CH2:10][CH2:11][O:12]2, predict the reactants needed to synthesize it. The reactants are: [Cl:1][C:2]1[C:3]([CH2:9][CH2:10][CH2:11][OH:12])=[C:4](O)[CH:5]=[CH:6][CH:7]=1.C1(P(C2C=CC=CC=2)C2C=CC=CC=2)C=CC=CC=1. (7) Given the product [NH2:13][C:12]1[CH:11]=[CH:10][C:9]([C:34]2[C:33]([C@H:28]([O:27][C:23]([CH3:26])([CH3:24])[CH3:25])[C:29]([O:31][CH3:32])=[O:30])=[C:38]([CH3:39])[N:37]=[C:36]3[S:40][C:41]4[CH2:46][CH2:45][CH2:44][CH2:43][C:42]=4[C:35]=23)=[CH:15][CH:14]=1, predict the reactants needed to synthesize it. The reactants are: CC1(C)C(C)(C)OB([C:9]2[CH:15]=[CH:14][C:12]([NH2:13])=[CH:11][CH:10]=2)O1.C(=O)([O-])O.[Na+].O.[C:23]([O:27][C@@H:28]([C:33]1[C:34](I)=[C:35]2[C:42]3[CH2:43][CH2:44][CH2:45][CH2:46][C:41]=3[S:40][C:36]2=[N:37][C:38]=1[CH3:39])[C:29]([O:31][CH3:32])=[O:30])([CH3:26])([CH3:25])[CH3:24]. (8) Given the product [OH:16][N:15]=[C:14]([Cl:17])[C@H:5]1[C@H:4]([CH2:3][O:2][CH3:1])[O:8][C:7]2([CH2:13][CH2:12][CH2:11][CH2:10][CH2:9]2)[O:6]1, predict the reactants needed to synthesize it. The reactants are: [CH3:1][O:2][CH2:3][CH:4]1[O:8][C:7]2([CH2:13][CH2:12][CH2:11][CH2:10][CH2:9]2)[O:6][CH:5]1[CH:14]=[N:15][OH:16].[Cl:17]N1C(=O)CCC1=O.